Dataset: Reaction yield outcomes from USPTO patents with 853,638 reactions. Task: Predict the reaction yield, written as a fraction of the theoretical maximum amount of product (1.0 means a 100% yield; for example, 0.34 means a 34% yield). (1) The reactants are [CH2:1]([N:8]1[C:12]([C:13]2[O:14]C=CC=2)=[CH:11][C:10]([C:18]([F:21])([F:20])[F:19])=[N:9]1)[C:2]1[CH:7]=[CH:6][CH:5]=[CH:4][CH:3]=1.[Mn]([O-])(=O)(=O)=[O:23].[K+].CC(O)C. The catalyst is CC(C)=O.O. The product is [CH2:1]([N:8]1[C:12]([C:13]([OH:14])=[O:23])=[CH:11][C:10]([C:18]([F:21])([F:20])[F:19])=[N:9]1)[C:2]1[CH:3]=[CH:4][CH:5]=[CH:6][CH:7]=1. The yield is 0.670. (2) The reactants are C1(C(C2C=CC=CC=2)=[N:8][NH:9][C:10]2[CH:15]=[C:14]([N:16]([CH3:18])[CH3:17])[CH:13]=[CH:12][N:11]=2)C=CC=CC=1.Cl. The catalyst is C1(C)C=CC=CC=1. The product is [NH:9]([C:10]1[CH:15]=[C:14]([N:16]([CH3:18])[CH3:17])[CH:13]=[CH:12][N:11]=1)[NH2:8]. The yield is 0.870. (3) The reactants are Br[C:2]1[N:7]=[N:6][C:5]([NH2:8])=[N:4][C:3]=1[C:9]1[CH:14]=[CH:13][CH:12]=[CH:11][CH:10]=1.[Cl:15][C:16]1[CH:17]=[C:18](B(O)O)[CH:19]=[CH:20][CH:21]=1. No catalyst specified. The product is [Cl:15][C:16]1[CH:21]=[C:20]([C:2]2[N:7]=[N:6][C:5]([NH2:8])=[N:4][C:3]=2[C:9]2[CH:14]=[CH:13][CH:12]=[CH:11][CH:10]=2)[CH:19]=[CH:18][CH:17]=1. The yield is 0.490. (4) The reactants are [Cl:1][C:2]1[CH:16]=[CH:15][C:5]2[C:6]3[CH:7]=[CH:8][CH:9]=[N:10][C:11]=3[C:12](=O)[NH:13][C:4]=2[CH:3]=1.O=P(Cl)(Cl)[Cl:19]. No catalyst specified. The product is [Cl:19][C:12]1[C:11]2[N:10]=[CH:9][CH:8]=[CH:7][C:6]=2[C:5]2[CH:15]=[CH:16][C:2]([Cl:1])=[CH:3][C:4]=2[N:13]=1. The yield is 0.770.